This data is from Full USPTO retrosynthesis dataset with 1.9M reactions from patents (1976-2016). The task is: Predict the reactants needed to synthesize the given product. (1) Given the product [Cl:1][C:2]1[C:7]([C:8]([F:11])([F:9])[F:10])=[CH:6][CH:5]=[CH:4][C:3]=1[C:12]([N:14]1[CH2:19][CH2:18][N:17]([CH2:20][CH:21]2[CH2:28][CH2:29][CH2:25][O:26]2)[C:16](=[O:22])[CH2:15]1)=[O:13], predict the reactants needed to synthesize it. The reactants are: [Cl:1][C:2]1[C:7]([C:8]([F:11])([F:10])[F:9])=[CH:6][CH:5]=[CH:4][C:3]=1[C:12]([N:14]1[CH2:19][CH2:18][N:17]([CH2:20][CH3:21])[C:16](=[O:22])[CH2:15]1)=[O:13].BrC[CH:25]1[CH2:29][CH2:28]C[O:26]1. (2) The reactants are: [Cl:1][C:2]1[C:7]([C:8]2[CH:13]=[CH:12][CH:11]=[CH:10][CH:9]=2)=[N:6][N:5]=[C:4]2[N:14]([CH2:23][C:24]([OH:26])=O)[N:15]=[C:16]([C:17]3[CH:22]=[CH:21][CH:20]=[CH:19][CH:18]=3)[C:3]=12.[CH3:27][N:28]1[CH2:33][CH2:32][CH:31]([NH2:34])[CH2:30][CH2:29]1.C(N(C(C)C)CC)(C)C.F[P-](F)(F)(F)(F)F.N1(OC(N(C)C)=[N+](C)C)C2N=CC=CC=2N=N1. Given the product [Cl:1][C:2]1[C:7]([C:8]2[CH:9]=[CH:10][CH:11]=[CH:12][CH:13]=2)=[N:6][N:5]=[C:4]2[N:14]([CH2:23][C:24]([NH:34][CH:31]3[CH2:32][CH2:33][N:28]([CH3:27])[CH2:29][CH2:30]3)=[O:26])[N:15]=[C:16]([C:17]3[CH:22]=[CH:21][CH:20]=[CH:19][CH:18]=3)[C:3]=12, predict the reactants needed to synthesize it.